This data is from Full USPTO retrosynthesis dataset with 1.9M reactions from patents (1976-2016). The task is: Predict the reactants needed to synthesize the given product. (1) The reactants are: [F:1][C:2]([F:16])([CH3:15])[CH2:3][O:4][C:5]1[N:10]=[N:9][C:8]([C:11](=O)[CH3:12])=[CH:7][C:6]=1[CH3:14].[CH3:17][C:18]([S@:21]([NH2:23])=[O:22])([CH3:20])[CH3:19]. Given the product [F:1][C:2]([F:16])([CH3:15])[CH2:3][O:4][C:5]1[N:10]=[N:9][C:8]([CH:11]([NH:23][S@@:21]([C:18]([CH3:20])([CH3:19])[CH3:17])=[O:22])[CH3:12])=[CH:7][C:6]=1[CH3:14], predict the reactants needed to synthesize it. (2) Given the product [C:41]([N:1]1[CH2:6][CH2:5][CH2:4][CH:3]([CH:7]([NH:10][C:11]([C:13]2[C:14]3[CH:21]=[N:20][N:19]([C:22]4[CH:23]=[CH:24][C:25]([F:28])=[CH:26][CH:27]=4)[C:15]=3[CH:16]=[N:17][CH:18]=2)=[O:12])[CH2:8][CH3:9])[CH2:2]1)(=[O:42])[NH2:40], predict the reactants needed to synthesize it. The reactants are: [NH:1]1[CH2:6][CH2:5][CH2:4][CH:3]([CH:7]([NH:10][C:11]([C:13]2[C:14]3[CH:21]=[N:20][N:19]([C:22]4[CH:27]=[CH:26][C:25]([F:28])=[CH:24][CH:23]=4)[C:15]=3[CH:16]=[N:17][CH:18]=2)=[O:12])[CH2:8][CH3:9])[CH2:2]1.CCN(CC)CC.C[Si]([N:40]=[C:41]=[O:42])(C)C. (3) Given the product [CH3:34][CH:35]([CH2:39][CH2:40][CH2:41][CH:42]([CH3:44])[CH3:43])[CH2:36][CH:37]=[CH:2][CH2:3][C:4]1[CH:5]=[CH:6][CH:7]=[CH:8][CH:9]=1, predict the reactants needed to synthesize it. The reactants are: [Br-].[CH2:2]([P+](C1C=CC=CC=1)(C1C=CC=CC=1)C1C=CC=CC=1)[CH2:3][C:4]1[CH:9]=[CH:8][CH:7]=[CH:6][CH:5]=1.[Li]CCCC.[CH3:34][CH:35]([CH2:39][CH2:40][CH2:41][CH:42]([CH3:44])[CH3:43])[CH2:36][CH:37]=O. (4) Given the product [Si:40]([O:47][CH2:48][C@H:49]1[O:53][C@@H:52]([N:54]2[C:84]3[N:83]=[CH:82][N:81]=[C:58]([NH:59][C:60]([C:75]4[CH:76]=[CH:77][CH:78]=[CH:79][CH:80]=4)([C:69]4[CH:70]=[CH:71][CH:72]=[CH:73][CH:74]=4)[C:61]4[CH:66]=[CH:65][C:64]([O:67][CH3:68])=[CH:63][CH:62]=4)[C:57]=3[N:56]=[CH:55]2)[C@H:51]([O:7][C:1](=[O:8])[CH2:2][CH2:3][C:4]([CH3:6])=[O:5])[C@@H:50]1[O:86][CH3:87])([C:43]([CH3:45])([CH3:46])[CH3:44])([CH3:41])[CH3:42], predict the reactants needed to synthesize it. The reactants are: [C:1]([OH:8])(=[O:7])[CH2:2][CH2:3][C:4]([CH3:6])=[O:5].C1(N=C=NC2CCCCC2)CCCCC1.C(NC1CCCCC1)(NC1CCCCC1)=O.[Si:40]([O:47][CH2:48][C@H:49]1[O:53][C@@H:52]([N:54]2[C:84]3[N:83]=[CH:82][N:81]=[C:58]([NH:59][C:60]([C:75]4[CH:80]=[CH:79][CH:78]=[CH:77][CH:76]=4)([C:69]4[CH:74]=[CH:73][CH:72]=[CH:71][CH:70]=4)[C:61]4[CH:66]=[CH:65][C:64]([O:67][CH3:68])=[CH:63][CH:62]=4)[C:57]=3[N:56]=[CH:55]2)[C@H:51](O)[C@@H:50]1[O:86][CH3:87])([C:43]([CH3:46])([CH3:45])[CH3:44])([CH3:42])[CH3:41]. (5) Given the product [OH:2][C:3]([C:6]([OH:9])([CH3:8])[CH3:7])([CH3:5])[CH3:4].[BH:10]([OH:18])[O:11][CH:12]([NH2:23])[CH2:13][CH:14]([F:16])[F:15], predict the reactants needed to synthesize it. The reactants are: Cl.[OH:2][C:3]([C:6]([OH:9])([CH3:8])[CH3:7])([CH3:5])[CH3:4].[BH:10]([OH:18])[O:11][CH:12](I)[CH2:13][CH:14]([F:16])[F:15].C[Si]([N-:23][Si](C)(C)C)(C)C.[Li+].O1CCOCC1. (6) Given the product [OH:28][NH:27][C:32](=[O:31])/[CH:33]=[CH:34]/[C:35]1[CH:11]=[CH:12][CH:13]=[CH:8][C:9]=1[NH:5][CH2:4][C:6]1[N:5]([CH2:4][CH2:3][O:2][CH3:1])[C:9]2[CH:10]=[CH:11][CH:12]=[CH:13][C:8]=2[N:7]=1, predict the reactants needed to synthesize it. The reactants are: [CH3:1][O:2][CH2:3][CH2:4][N:5]1[C:9]2[CH:10]=[CH:11][CH:12]=[CH:13][C:8]=2[N:7]=[C:6]1NC1C=CC=CC=1/C=C/C(OC)=O.[NH2:27][OH:28].[OH-].[Na+].[O:31]1[CH2:35][CH2:34][CH2:33][CH2:32]1. (7) Given the product [F:27][C:25]1[CH:26]=[C:21]([C:13]2[C:14]3[CH2:15][N:16]([CH3:20])[CH2:17][CH2:18][C:19]=3[N:11]([C:9]([NH:8][C@@H:3]([C:2]([CH3:30])([CH3:31])[CH3:1])[C:4]([N:6]3[CH2:7][CH2:54][C@H:52]([OH:51])[CH2:53]3)=[O:5])=[O:10])[N:12]=2)[CH:22]=[CH:23][C:24]=1[F:28], predict the reactants needed to synthesize it. The reactants are: [CH3:1][C:2]([CH3:31])([CH3:30])[C@H:3]([NH:8][C:9]([N:11]1[C:19]2[CH2:18][CH2:17][N:16]([CH3:20])[CH2:15][C:14]=2[C:13]([C:21]2[CH:26]=[C:25]([F:27])[C:24]([F:28])=[CH:23][C:22]=2F)=[N:12]1)=[O:10])[C:4]([NH:6][CH3:7])=[O:5].FC1C=C(C2C3CN(C([O:51][C:52](C)([CH3:54])[CH3:53])=O)CCC=3NN=2)C=CC=1F.